Dataset: Reaction yield outcomes from USPTO patents with 853,638 reactions. Task: Predict the reaction yield, written as a fraction of the theoretical maximum amount of product (1.0 means a 100% yield; for example, 0.34 means a 34% yield). (1) The reactants are [Br:1][C:2]1[CH:3]=[C:4]([C:9](=O)[CH3:10])[C:5]([F:8])=[N:6][CH:7]=1.[CH3:12][C:13]([S@:16]([NH2:18])=[O:17])([CH3:15])[CH3:14]. The catalyst is C1COCC1.[Cl-].[Na+].O.[O-]CC.[Ti+4].[O-]CC.[O-]CC.[O-]CC. The product is [Br:1][C:2]1[CH:3]=[C:4](/[C:9](=[N:18]\[S@@:16]([C:13]([CH3:15])([CH3:14])[CH3:12])=[O:17])/[CH3:10])[C:5]([F:8])=[N:6][CH:7]=1. The yield is 0.990. (2) The reactants are Cl.C(OC([N:9]1[C:13]2[CH:14]=[CH:15][CH:16]=[CH:17][C:12]=2[N:11]=[C:10]1[N:18]1[CH:24]2[CH2:25][CH2:26][N:21]([CH2:22][CH2:23]2)[CH2:20][CH2:19]1)=O)(C)(C)C. No catalyst specified. The yield is 0.680. The product is [NH:9]1[C:13]2[CH:14]=[CH:15][CH:16]=[CH:17][C:12]=2[N:11]=[C:10]1[N:18]1[CH:24]2[CH2:25][CH2:26][N:21]([CH2:22][CH2:23]2)[CH2:20][CH2:19]1. (3) The reactants are [F:1][C:2]([F:7])([F:6])[C:3]([F:5])=[O:4].[F-:8].[K+].[CH2:10]=[C:11]([C:16](OS(F)(=O)=O)([F:18])[F:17])[C:12]([F:15])([F:14])[F:13]. The catalyst is COCCOCCOC. The product is [F:17][C:16]([F:18])([O:4][C:3]([F:8])([F:5])[C:2]([F:7])([F:6])[F:1])[C:11]([C:12]([F:15])([F:14])[F:13])=[CH2:10]. The yield is 0.310.